Binary Classification. Given a drug SMILES string, predict its activity (active/inactive) in a high-throughput screening assay against a specified biological target. From a dataset of Tyrosyl-DNA phosphodiesterase HTS with 341,365 compounds. (1) The molecule is S(=O)(=O)(NC(/SC)=N/Cc1ccc(F)cc1)c1sccc1. The result is 0 (inactive). (2) The compound is s1c2c(nc(oc2=O)c2ccc(cc2)C)cc1. The result is 0 (inactive). (3) The molecule is O=C(N1CC(CCC1)C)Cn1nc(nn1)c1ccc(OCC)cc1. The result is 0 (inactive).